From a dataset of Forward reaction prediction with 1.9M reactions from USPTO patents (1976-2016). Predict the product of the given reaction. (1) Given the reactants [CH3:1][S:2]([C:5]1[CH:6]=[C:7]2[C:11](=[CH:12][CH:13]=1)[N:10]([C:14]1[N:19]=[CH:18][N:17]=[C:16]([NH:20][CH:21]3[CH2:26][CH2:25][NH:24][CH2:23][CH2:22]3)[CH:15]=1)[CH2:9][CH2:8]2)(=[O:4])=[O:3].C(N(CC)CC)C.Cl[C:35]([O:37][CH:38]([CH3:40])[CH3:39])=[O:36], predict the reaction product. The product is: [CH:38]([O:37][C:35]([N:24]1[CH2:25][CH2:26][CH:21]([NH:20][C:16]2[CH:15]=[C:14]([N:10]3[C:11]4[C:7](=[CH:6][C:5]([S:2]([CH3:1])(=[O:4])=[O:3])=[CH:13][CH:12]=4)[CH2:8][CH2:9]3)[N:19]=[CH:18][N:17]=2)[CH2:22][CH2:23]1)=[O:36])([CH3:40])[CH3:39]. (2) Given the reactants [N+:1]([C:4]1[C:9]([CH:10]=[O:11])=[C:8]([O:12][CH3:13])[C:7]([O:14][CH3:15])=[C:6]([O:16][CH3:17])[CH:5]=1)([O-])=O, predict the reaction product. The product is: [NH2:1][C:4]1[C:9]([CH:10]=[O:11])=[C:8]([O:12][CH3:13])[C:7]([O:14][CH3:15])=[C:6]([O:16][CH3:17])[CH:5]=1. (3) Given the reactants Br[C:2]1[C:3]2[C:4]3[CH:17]=[CH:16][S:15][C:5]=3[C:6](=[O:14])[NH:7][C:8]=2[CH:9]=[CH:10][C:11]=1[O:12][CH3:13].CC1(C)C(C)(C)OB([C:26]2[CH:31]=[CH:30][C:29]([C:32]3([CH2:36][NH:37][C:38](=[O:44])[O:39][C:40]([CH3:43])([CH3:42])[CH3:41])[CH2:35][CH2:34][CH2:33]3)=[CH:28][CH:27]=2)O1, predict the reaction product. The product is: [C:40]([O:39][C:38](=[O:44])[NH:37][CH2:36][C:32]1([C:29]2[CH:28]=[CH:27][C:26]([C:2]3[C:3]4[C:4]5[CH:17]=[CH:16][S:15][C:5]=5[C:6](=[O:14])[NH:7][C:8]=4[CH:9]=[CH:10][C:11]=3[O:12][CH3:13])=[CH:31][CH:30]=2)[CH2:35][CH2:34][CH2:33]1)([CH3:43])([CH3:41])[CH3:42]. (4) The product is: [Cl:1][C:2]1[N:3]=[C:4]([Cl:11])[C:5]2[CH:10]=[CH:9][N:8]([CH3:14])[C:6]=2[N:7]=1. Given the reactants [Cl:1][C:2]1[N:3]=[C:4]([Cl:11])[C:5]2[CH:10]=[CH:9][NH:8][C:6]=2[N:7]=1.[H-].[Na+].[CH3:14]I, predict the reaction product. (5) Given the reactants Br[C:2]1[CH:11]=[CH:10][C:9](Br)=[C:8]2[C:3]=1[CH:4]=[CH:5][CH:6]=[N:7]2.CC1(C)C(C)(C)OB([C:21]2[CH:26]=[CH:25][CH:24]=[CH:23][C:22]=2[N+:27]([O-:29])=[O:28])O1.P([O-])([O-])([O-])=O.[K+].[K+].[K+], predict the reaction product. The product is: [N+:27]([C:22]1[CH:23]=[CH:24][CH:25]=[CH:26][C:21]=1[C:2]1[CH:11]=[CH:10][C:9]([C:23]2[CH:24]=[CH:25][CH:26]=[CH:21][C:22]=2[N+:27]([O-:29])=[O:28])=[C:8]2[C:3]=1[CH:4]=[CH:5][CH:6]=[N:7]2)([O-:29])=[O:28]. (6) Given the reactants [ClH:1].C(OC(=O)[NH:8][C@H:9]1[CH2:12][C@H:11]([N:13]2[C:17]3=[N:18][CH:19]=[C:20]([F:22])[CH:21]=[C:16]3[C:15]([F:24])([F:23])[C:14]2=[O:25])[CH2:10]1)(C)(C)C, predict the reaction product. The product is: [ClH:1].[NH2:8][C@H:9]1[CH2:12][C@H:11]([N:13]2[C:17]3=[N:18][CH:19]=[C:20]([F:22])[CH:21]=[C:16]3[C:15]([F:24])([F:23])[C:14]2=[O:25])[CH2:10]1.